This data is from Forward reaction prediction with 1.9M reactions from USPTO patents (1976-2016). The task is: Predict the product of the given reaction. (1) Given the reactants F[C:2]1[CH:7]=[CH:6][CH:5]=[CH:4][C:3]=1[N+:8]([O-:10])=[O:9].[NH:11]1[CH2:17][CH2:16][CH2:15][CH2:14][CH2:13][CH:12]1[C:18]([O:20][CH2:21][CH3:22])=[O:19].C(N(CC)CC)C, predict the reaction product. The product is: [N+:8]([C:3]1[CH:4]=[CH:5][CH:6]=[CH:7][C:2]=1[N:11]1[CH2:17][CH2:16][CH2:15][CH2:14][CH2:13][CH:12]1[C:18]([O:20][CH2:21][CH3:22])=[O:19])([O-:10])=[O:9]. (2) Given the reactants [CH3:1][O:2][C:3]1[CH:4]=[C:5]([CH:8]=[CH:9][C:10]=1[O:11][C:12]1[CH:17]=[CH:16][C:15]([C:18]([F:21])([F:20])[F:19])=[CH:14][C:13]=1[N+:22]([O-:24])=[O:23])[CH:6]=O.[S:25]1[CH2:29][C:28](=[O:30])[NH:27][C:26]1=[O:31].C([O-])(=O)C.[Na+].O, predict the reaction product. The product is: [CH3:1][O:2][C:3]1[CH:4]=[C:5]([CH:8]=[CH:9][C:10]=1[O:11][C:12]1[CH:17]=[CH:16][C:15]([C:18]([F:20])([F:21])[F:19])=[CH:14][C:13]=1[N+:22]([O-:24])=[O:23])[CH:6]=[C:29]1[S:25][C:26](=[O:31])[NH:27][C:28]1=[O:30].